From a dataset of Full USPTO retrosynthesis dataset with 1.9M reactions from patents (1976-2016). Predict the reactants needed to synthesize the given product. (1) Given the product [CH3:10][O:9][C:4]1[C:5]([NH2:8])=[N:6][CH:7]=[C:2]([C:11]2[CH:16]=[CH:15][CH:14]=[CH:13][CH:12]=2)[N:3]=1, predict the reactants needed to synthesize it. The reactants are: Br[C:2]1[N:3]=[C:4]([O:9][CH3:10])[C:5]([NH2:8])=[N:6][CH:7]=1.[C:11]1(B(O)O)[CH:16]=[CH:15][CH:14]=[CH:13][CH:12]=1.C([O-])([O-])=O.[Na+].[Na+]. (2) Given the product [N:1]([C:4]([CH3:10])([CH3:9])[CH2:5][C:6]([N:13]([CH2:14][CH3:15])[CH2:11][CH3:12])=[O:7])=[N+:2]=[N-:3], predict the reactants needed to synthesize it. The reactants are: [N:1]([C:4]([CH3:10])([CH3:9])[CH2:5][C:6](Cl)=[O:7])=[N+:2]=[N-:3].[CH2:11]([NH:13][CH2:14][CH3:15])[CH3:12].O.